This data is from Forward reaction prediction with 1.9M reactions from USPTO patents (1976-2016). The task is: Predict the product of the given reaction. (1) Given the reactants [CH3:1][C:2]1[NH:3][C:4]2[C:9]([C:10]=1[C:11]([O:13][CH2:14][CH3:15])=[O:12])=[CH:8][CH:7]=[CH:6][CH:5]=2.[H-].[Na+].Br[CH:19]([C:21]1[CH:26]=[CH:25][CH:24]=[CH:23][CH:22]=1)[CH3:20], predict the reaction product. The product is: [CH3:1][C:2]1[N:3]([CH:19]([C:21]2[CH:26]=[CH:25][CH:24]=[CH:23][CH:22]=2)[CH3:20])[C:4]2[C:9]([C:10]=1[C:11]([O:13][CH2:14][CH3:15])=[O:12])=[CH:8][CH:7]=[CH:6][CH:5]=2. (2) Given the reactants C(NC(C)C)(C)C.[Li]CCCC.[CH3:13][N:14]1[C:20](=[O:21])[CH2:19][CH2:18][CH2:17][C:16]2[N:22]=[CH:23][CH:24]=[CH:25][C:15]1=2.CC(C1C=C(C(C)C)C(S([N:41]=[N+:42]=[N-:43])(=O)=O)=C(C(C)C)C=1)C.C(O)(=O)C, predict the reaction product. The product is: [N:41]([CH:19]1[C:20](=[O:21])[N:14]([CH3:13])[C:15]2[CH:25]=[CH:24][CH:23]=[N:22][C:16]=2[CH2:17][CH2:18]1)=[N+:42]=[N-:43]. (3) Given the reactants C[O:2][C:3]([C:5]1[N:6]([CH3:25])[N:7]=[C:8]([C:10]2[CH:15]=[CH:14][CH:13]=[CH:12][C:11]=2[C:16]2[O:20][C:19]3[CH:21]=[CH:22][CH:23]=[CH:24][C:18]=3[CH:17]=2)[CH:9]=1)=[O:4].[OH-].[Na+], predict the reaction product. The product is: [O:20]1[C:19]2[CH:21]=[CH:22][CH:23]=[CH:24][C:18]=2[CH:17]=[C:16]1[C:11]1[CH:12]=[CH:13][CH:14]=[CH:15][C:10]=1[C:8]1[CH:9]=[C:5]([C:3]([OH:4])=[O:2])[N:6]([CH3:25])[N:7]=1. (4) Given the reactants [NH:1]([C:3]1[CH:12]=[C:11]([CH3:13])[C:10]2[C:5](=[CH:6][CH:7]=[CH:8][CH:9]=2)[N:4]=1)[NH2:2].[Cl:14][C:15]1[CH:20]=[C:19]([N:21]=[C:22]=[O:23])[CH:18]=[C:17]([Cl:24])[N:16]=1, predict the reaction product. The product is: [Cl:14][C:15]1[CH:20]=[C:19]([NH:21][C:22]([NH:2][NH:1][C:3]2[CH:12]=[C:11]([CH3:13])[C:10]3[C:5](=[CH:6][CH:7]=[CH:8][CH:9]=3)[N:4]=2)=[O:23])[CH:18]=[C:17]([Cl:24])[N:16]=1. (5) Given the reactants [CH3:1][O:2][C:3]1[CH:10]=[C:9]([OH:11])[CH:8]=[CH:7][C:4]=1[CH:5]=[O:6].[O:12]1[CH:17]=[CH:16][CH2:15][CH2:14][CH2:13]1.C1(C)C=CC(S([O-])(=O)=O)=CC=1.[NH+]1C=CC=CC=1, predict the reaction product. The product is: [CH3:1][O:2][C:3]1[CH:10]=[C:9]([O:11][CH:13]2[CH2:14][CH2:15][CH2:16][CH2:17][O:12]2)[CH:8]=[CH:7][C:4]=1[CH:5]=[O:6]. (6) Given the reactants CC1(C)C(C)(C)OB([C:9]2[CH:21]=[CH:20][C:12]3[N:13]=[C:14]([NH:16][C:17](=[O:19])[CH3:18])[S:15][C:11]=3[CH:10]=2)O1.Cl[C:24]1[CH:29]=[CH:28][CH:27]=[C:26]([S:30]([C:33]2[CH:38]=[CH:37][C:36]([F:39])=[CH:35][CH:34]=2)(=[O:32])=[O:31])[N:25]=1.C([O-])([O-])=O.[Na+].[Na+].O1CCOCC1, predict the reaction product. The product is: [F:39][C:36]1[CH:35]=[CH:34][C:33]([S:30]([C:26]2[N:25]=[C:24]([C:9]3[CH:21]=[CH:20][C:12]4[N:13]=[C:14]([NH:16][C:17](=[O:19])[CH3:18])[S:15][C:11]=4[CH:10]=3)[CH:29]=[CH:28][CH:27]=2)(=[O:32])=[O:31])=[CH:38][CH:37]=1. (7) Given the reactants C[O:2][C:3](=[O:36])[C:4]1[CH:9]=[CH:8][CH:7]=[CH:6][C:5]=1[NH:10][C:11]1[N:15]([C:16]2[CH:21]=[C:20]([CH3:22])[CH:19]=[CH:18][C:17]=2[CH3:23])[N:14]=[C:13]([CH3:24])[C:12]=1[C:25]1[CH:26]=[C:27]2[C:32](=[C:33]([F:35])[CH:34]=1)[N:31]=[CH:30][CH:29]=[N:28]2.[OH-].[Na+].Cl, predict the reaction product. The product is: [CH3:23][C:17]1[CH:18]=[CH:19][C:20]([CH3:22])=[CH:21][C:16]=1[N:15]1[C:11]([NH:10][C:5]2[CH:6]=[CH:7][CH:8]=[CH:9][C:4]=2[C:3]([OH:36])=[O:2])=[C:12]([C:25]2[CH:26]=[C:27]3[C:32](=[C:33]([F:35])[CH:34]=2)[N:31]=[CH:30][CH:29]=[N:28]3)[C:13]([CH3:24])=[N:14]1. (8) Given the reactants Cl.[C:2]12([C:8]3[C:16]4[C:11](=[N:12][CH:13]=[CH:14][CH:15]=4)[NH:10][CH:9]=3)[CH2:7][CH:6]1[CH2:5][NH:4][CH2:3]2.C1C=CC2N(O)N=NC=2C=1.CCN=C=NCCCN(C)C.[F:38][C:39]1[CH:44]=[CH:43][C:42]([C:45]2([C:48](O)=[O:49])[CH2:47][CH2:46]2)=[CH:41][CH:40]=1, predict the reaction product. The product is: [F:38][C:39]1[CH:40]=[CH:41][C:42]([C:45]2([C:48]([N:4]3[CH2:5][CH:6]4[C:2]([C:8]5[C:16]6[C:11](=[N:12][CH:13]=[CH:14][CH:15]=6)[NH:10][CH:9]=5)([CH2:7]4)[CH2:3]3)=[O:49])[CH2:46][CH2:47]2)=[CH:43][CH:44]=1. (9) Given the reactants [CH:1]([C:4]1[CH:9]=[CH:8][CH:7]=[CH:6][C:5]=1[OH:10])([CH3:3])[CH3:2].CS(C)=O.C(=O)([O-])[O-].[Na+].[Na+].O.[BrH:22], predict the reaction product. The product is: [Br:22][C:8]1[CH:7]=[CH:6][C:5]([OH:10])=[C:4]([CH:1]([CH3:3])[CH3:2])[CH:9]=1. (10) Given the reactants [OH:1][C:2]1[CH:11]=[CH:10][C:5]([C:6]([O:8][CH3:9])=[O:7])=[CH:4][C:3]=1[N+:12]([O-:14])=[O:13].C1C(=O)N([Br:22])C(=O)C1, predict the reaction product. The product is: [Br:22][C:11]1[CH:10]=[C:5]([CH:4]=[C:3]([N+:12]([O-:14])=[O:13])[C:2]=1[OH:1])[C:6]([O:8][CH3:9])=[O:7].